Dataset: Reaction yield outcomes from USPTO patents with 853,638 reactions. Task: Predict the reaction yield, written as a fraction of the theoretical maximum amount of product (1.0 means a 100% yield; for example, 0.34 means a 34% yield). (1) The reactants are [O:1]1[CH2:6][CH2:5][N:4]([C:7]2[CH:14]=[CH:13][C:12]([Cl:15])=[CH:11][C:8]=2[C:9]#[N:10])[C:3]2[CH:16]=[CH:17][CH:18]=[CH:19][C:2]1=2.[Cl:20][S:21](O)(=[O:23])=[O:22]. The catalyst is C(Cl)Cl. The yield is 0.733. The product is [Cl:15][C:12]1[CH:13]=[CH:14][C:7]([N:4]2[CH2:5][CH2:6][O:1][C:2]3[CH:19]=[C:18]([S:21]([Cl:20])(=[O:23])=[O:22])[CH:17]=[CH:16][C:3]2=3)=[C:8]([C:9]#[N:10])[CH:11]=1. (2) The reactants are [NH2:1][C:2]1[N:7]=[C:6]([NH:8][C:9]2[CH:14]=[CH:13][C:12]([NH:15][C:16]([C:18]3[CH:23]=[CH:22][C:21]([N+:24]([O-])=O)=[CH:20][N:19]=3)=[O:17])=[CH:11][CH:10]=2)[CH:5]=[C:4]([CH3:27])[N:3]=1. The catalyst is [Pd].CO.C1COCC1. The product is [NH2:24][C:21]1[CH:22]=[CH:23][C:18]([C:16]([NH:15][C:12]2[CH:11]=[CH:10][C:9]([NH:8][C:6]3[CH:5]=[C:4]([CH3:27])[N:3]=[C:2]([NH2:1])[N:7]=3)=[CH:14][CH:13]=2)=[O:17])=[N:19][CH:20]=1. The yield is 0.960. (3) The reactants are C[O:2][C:3](=[O:18])[CH2:4][NH:5][C:6]([C:8]1[N:9]([CH3:17])[C:10]2[C:15]([CH:16]=1)=[CH:14][CH:13]=[CH:12][CH:11]=2)=[O:7].[OH-].[Li+].Cl. The catalyst is O1CCOCC1. The product is [CH3:17][N:9]1[C:10]2[C:15](=[CH:14][CH:13]=[CH:12][CH:11]=2)[CH:16]=[C:8]1[C:6]([NH:5][CH2:4][C:3]([OH:18])=[O:2])=[O:7]. The yield is 0.930. (4) The reactants are [Cl:1][C:2]1[CH:36]=[CH:35][C:5]([CH2:6][N:7]2[C:15]3[C:14](=[O:16])[N:13]([CH2:17][C:18]([OH:20])=O)[C:12](=[O:21])[N:11]([CH3:22])[C:10]=3[N:9]=[C:8]2[O:23][C:24]2[CH:29]=[CH:28][CH:27]=[C:26]([O:30][C:31]([F:34])([F:33])[F:32])[CH:25]=2)=[CH:4][CH:3]=1.[CH3:37][N:38]1[CH2:43][CH2:42][NH:41][CH2:40][CH2:39]1.F[P-](F)(F)(F)(F)F.N1(OC(N(C)C)=[N+](C)C)C2N=CC=CC=2N=N1. The catalyst is CN1C(=O)CCC1.C(OCC)(=O)C.O. The product is [Cl:1][C:2]1[CH:3]=[CH:4][C:5]([CH2:6][N:7]2[C:15]3[C:14](=[O:16])[N:13]([CH2:17][C:18]([N:41]4[CH2:42][CH2:43][N:38]([CH3:37])[CH2:39][CH2:40]4)=[O:20])[C:12](=[O:21])[N:11]([CH3:22])[C:10]=3[N:9]=[C:8]2[O:23][C:24]2[CH:29]=[CH:28][CH:27]=[C:26]([O:30][C:31]([F:33])([F:34])[F:32])[CH:25]=2)=[CH:35][CH:36]=1. The yield is 0.275. (5) The reactants are [C:1]([OH:10])(=[O:9])[C:2]1[CH:7]=[CH:6][CH:5]=[N+:4]([O-])[CH:3]=1.[C-]#N.[Na+].[CH2:14]([N:16](CC)CC)C.C[Si](Cl)(C)C. The catalyst is CN(C=O)C. The yield is 0.220. The product is [C:14]([C:5]1[CH:6]=[CH:7][C:2]([C:1]([OH:10])=[O:9])=[CH:3][N:4]=1)#[N:16]. (6) The reactants are [CH2:1]([C:3]1[S:4][CH:5]=[C:6](/[CH:8]=[CH:9]\[C:10]2[C:11]([O:21][CH2:22][C:23]3[CH:48]=[CH:47][C:26]([O:27][CH2:28][C:29]4[N:30]=[C:31]([C:35]5[CH:40]=[CH:39][C:38]([CH2:41][C:42]([O:44]CC)=[O:43])=[CH:37][CH:36]=5)[O:32][C:33]=4[CH3:34])=[C:25]([O:49][CH3:50])[CH:24]=3)=[N:12][N:13]([C:15]3[CH:20]=[CH:19][CH:18]=[CH:17][CH:16]=3)[CH:14]=2)[N:7]=1)[CH3:2].[OH-].[Na+].O1CCCC1.Cl. The catalyst is C(O)C. The product is [CH2:1]([C:3]1[S:4][CH:5]=[C:6](/[CH:8]=[CH:9]\[C:10]2[C:11]([O:21][CH2:22][C:23]3[CH:48]=[CH:47][C:26]([O:27][CH2:28][C:29]4[N:30]=[C:31]([C:35]5[CH:36]=[CH:37][C:38]([CH2:41][C:42]([OH:44])=[O:43])=[CH:39][CH:40]=5)[O:32][C:33]=4[CH3:34])=[C:25]([O:49][CH3:50])[CH:24]=3)=[N:12][N:13]([C:15]3[CH:16]=[CH:17][CH:18]=[CH:19][CH:20]=3)[CH:14]=2)[N:7]=1)[CH3:2]. The yield is 0.810. (7) The reactants are C[O:2][C:3]([C:5]1[N:6]([CH3:23])[N:7]=[C:8]([O:10][CH2:11][C:12]2[C:13]([CH2:19][CH2:20][CH2:21][CH3:22])=[N:14][O:15][C:16]=2[CH2:17][OH:18])[CH:9]=1)=[O:4].[OH-].[Na+]. The catalyst is O1CCOCC1.O. The product is [CH2:19]([C:13]1[C:12]([CH2:11][O:10][C:8]2[CH:9]=[C:5]([C:3]([OH:4])=[O:2])[N:6]([CH3:23])[N:7]=2)=[C:16]([CH2:17][OH:18])[O:15][N:14]=1)[CH2:20][CH2:21][CH3:22]. The yield is 1.00.